Dataset: Catalyst prediction with 721,799 reactions and 888 catalyst types from USPTO. Task: Predict which catalyst facilitates the given reaction. (1) Reactant: [C:1]1([CH2:7][CH:8]=O)[CH:6]=[CH:5][CH:4]=[CH:3][CH:2]=1.[NH2:10][CH2:11][CH2:12][OH:13].C[Si]([C:18]#[N:19])(C)C. Product: [OH:13][CH2:12][CH2:11][NH:10][CH:8]([CH2:7][C:1]1[CH:2]=[CH:3][CH:4]=[CH:5][CH:6]=1)[C:18]#[N:19]. The catalyst class is: 4. (2) Reactant: [C:1]([O:5][C:6]([N:8]1[CH2:11][CH:10]([OH:12])[CH2:9]1)=[O:7])([CH3:4])([CH3:3])[CH3:2].[CH3:13][S:14](Cl)(=[O:16])=[O:15].C(N(CC)CC)C. Product: [C:1]([O:5][C:6]([N:8]1[CH2:11][CH:10]([O:12][S:14]([CH3:13])(=[O:16])=[O:15])[CH2:9]1)=[O:7])([CH3:4])([CH3:2])[CH3:3]. The catalyst class is: 2. (3) Reactant: Cl.CO.[O:4]1[C:8]([C:9]2[CH:14]=[CH:13][C:12]([NH:15][N:16]=[CH:17][C:18]3[CH:23]=[CH:22][C:21]([N:24]4[CH2:29][CH2:28][N:27](C(OC(C)(C)C)=O)[CH2:26][CH2:25]4)=[CH:20][CH:19]=3)=[CH:11][CH:10]=2)=[CH:7][N:6]=[CH:5]1. Product: [O:4]1[C:8]([C:9]2[CH:14]=[CH:13][C:12]([NH:15][N:16]=[CH:17][C:18]3[CH:19]=[CH:20][C:21]([N:24]4[CH2:25][CH2:26][NH:27][CH2:28][CH2:29]4)=[CH:22][CH:23]=3)=[CH:11][CH:10]=2)=[CH:7][N:6]=[CH:5]1. The catalyst class is: 5. (4) Product: [ClH:30].[CH3:1][N:2]([CH3:29])[CH2:3][CH2:4][N:5]([C:10]1[CH:11]=[C:12]2[C:16](=[CH:17][CH:18]=1)[C:15](=[O:19])[N:14]([CH2:20][C:21]([OH:23])=[O:22])[C:13]2=[O:28])[S:6]([CH3:9])(=[O:8])=[O:7]. Reactant: [CH3:1][N:2]([CH3:29])[CH2:3][CH2:4][N:5]([C:10]1[CH:11]=[C:12]2[C:16](=[CH:17][CH:18]=1)[C:15](=[O:19])[N:14]([CH2:20][C:21]([O:23]C(C)(C)C)=[O:22])[C:13]2=[O:28])[S:6]([CH3:9])(=[O:8])=[O:7].[ClH:30]. The catalyst class is: 12. (5) Reactant: C(OC(=O)[NH:7][C@H:8]([C:29]1[CH:34]=[CH:33][C:32]([O:35][CH2:36][CH2:37][O:38][C:39]([CH3:42])([CH3:41])[CH3:40])=[CH:31][CH:30]=1)[C:9](=[O:28])[NH:10][C@H:11]([C:17](=[O:27])[NH:18][C:19]1[CH:24]=[CH:23][C:22]([I:25])=[CH:21][C:20]=1[F:26])[CH2:12][C:13]([CH3:16])([CH3:15])[CH3:14])(C)(C)C.Cl.O1CCOCC1. Product: [F:26][C:20]1[CH:21]=[C:22]([I:25])[CH:23]=[CH:24][C:19]=1[NH:18][C:17](=[O:27])[C@@H:11]([NH:10][C:9](=[O:28])[C@H:8]([NH2:7])[C:29]1[CH:30]=[CH:31][C:32]([O:35][CH2:36][CH2:37][O:38][C:39]([CH3:42])([CH3:41])[CH3:40])=[CH:33][CH:34]=1)[CH2:12][C:13]([CH3:16])([CH3:15])[CH3:14]. The catalyst class is: 10. (6) Reactant: [F:1][C:2]1[CH:7]=[CH:6][C:5]([C:8]2[C:12]([C:13]3[N:14]=[CH:15][NH:16][CH:17]=3)=[C:11]([CH2:18][O:19][CH3:20])[O:10][N:9]=2)=[CH:4][CH:3]=1.F[C:22]1[CH:27]=[CH:26][C:25]([C:28](=[O:30])[CH3:29])=[CH:24][CH:23]=1.C(=O)([O-])[O-].[K+].[K+].O. Product: [F:1][C:2]1[CH:7]=[CH:6][C:5]([C:8]2[C:12]([C:13]3[N:14]=[CH:15][N:16]([C:22]4[CH:27]=[CH:26][C:25]([C:28](=[O:30])[CH3:29])=[CH:24][CH:23]=4)[CH:17]=3)=[C:11]([CH2:18][O:19][CH3:20])[O:10][N:9]=2)=[CH:4][CH:3]=1. The catalyst class is: 3. (7) Reactant: [Cl-].[CH3:2][C:3]1[S:4][CH:5]=[CH:6][C:7]=1[C:8]([O-:10])=O.C1COCC1.[CH3:16][NH2:17]. Product: [CH3:16][NH:17][C:8]([C:7]1[CH:6]=[CH:5][S:4][C:3]=1[CH3:2])=[O:10]. The catalyst class is: 13. (8) The catalyst class is: 50. Product: [NH2:29][C:25]1[CH:24]=[C:23]([C:20]2[CH:19]=[CH:18][C:17]([CH2:16][C@@H:9]([NH:8][C:6](=[O:7])[CH2:5][CH2:4][C:3]([O:2][CH3:1])=[O:32])[CH2:10][C:11]([O:13][CH2:14][CH3:15])=[O:12])=[CH:22][CH:21]=2)[CH:28]=[CH:27][CH:26]=1. Reactant: [CH3:1][O:2][C:3](=[O:32])[CH2:4][CH2:5][C:6]([NH:8][C@H:9]([CH2:16][C:17]1[CH:22]=[CH:21][C:20]([C:23]2[CH:28]=[CH:27][CH:26]=[C:25]([N+:29]([O-])=O)[CH:24]=2)=[CH:19][CH:18]=1)[CH2:10][C:11]([O:13][CH2:14][CH3:15])=[O:12])=[O:7]. (9) Reactant: [CH3:1][C:2]1[C:3](=[O:26])[C:4]2[C:9]([C:10](=[O:25])[C:11]=1[CH:12]([C:14](=[O:24])[CH2:15][NH:16]C(OC(C)(C)C)=O)[NH2:13])=[CH:8][CH:7]=[CH:6][CH:5]=2.C(Cl)Cl.C(O)(C(F)(F)F)=O.Cl. Product: [CH3:1][C:2]1[C:3](=[O:26])[C:4]2[C:9]([C:10](=[O:25])[C:11]=1[CH:12]([C:14](=[O:24])[CH2:15][NH2:16])[NH2:13])=[CH:8][CH:7]=[CH:6][CH:5]=2. The catalyst class is: 28. (10) Reactant: Cl[C:2]1[C:3]2[N:11]=[CH:10][CH:9]=[CH:8][C:4]=2[N:5]=[CH:6][N:7]=1.[Br:12][C:13]1[CH:14]=[C:15]([CH:17]=[CH:18][CH:19]=1)[NH2:16].Cl. Product: [Br:12][C:13]1[CH:14]=[C:15]([NH:16][C:2]2[C:3]3[N:11]=[CH:10][CH:9]=[CH:8][C:4]=3[N:5]=[CH:6][N:7]=2)[CH:17]=[CH:18][CH:19]=1. The catalyst class is: 41.